Dataset: Forward reaction prediction with 1.9M reactions from USPTO patents (1976-2016). Task: Predict the product of the given reaction. (1) The product is: [C:3]([C:7]([C:10]([C:13]([CH2:16][O:17][C:7]([C:10]([OH:21])=[O:18])([C:3]([F:6])([F:5])[F:4])[F:8])([F:14])[F:15])([F:11])[F:12])([F:9])[F:8])([F:6])([F:5])[F:4]. Given the reactants [H-].[Na+].[C:3]([C:7]([C:10]([C:13]([CH2:16][OH:17])([F:15])[F:14])([F:12])[F:11])([F:9])[F:8])([F:6])([F:5])[F:4].[OH-:18].[Na+].Cl.[OH2:21], predict the reaction product. (2) Given the reactants [CH3:1][C:2]1[CH:7]=[CH:6][N:5]=[CH:4][C:3]=1[OH:8].OS(O)(=O)=O.[N+:14]([O-])([OH:16])=[O:15].[OH-].[Na+], predict the reaction product. The product is: [CH3:1][C:2]1[CH:7]=[CH:6][N:5]=[C:4]([N+:14]([O-:16])=[O:15])[C:3]=1[OH:8].